This data is from Reaction yield outcomes from USPTO patents with 853,638 reactions. The task is: Predict the reaction yield, written as a fraction of the theoretical maximum amount of product (1.0 means a 100% yield; for example, 0.34 means a 34% yield). The reactants are [N+:1]([C:4]1[CH:9]=[CH:8][C:7]([C:10]2[O:14][CH:13]=[N:12][CH:11]=2)=[C:6]([O:15][CH3:16])[CH:5]=1)([O-])=O. The catalyst is [Pd].CCO. The product is [NH2:1][C:4]1[CH:9]=[CH:8][C:7]([C:10]2[O:14][CH:13]=[N:12][CH:11]=2)=[C:6]([O:15][CH3:16])[CH:5]=1. The yield is 0.950.